This data is from Full USPTO retrosynthesis dataset with 1.9M reactions from patents (1976-2016). The task is: Predict the reactants needed to synthesize the given product. (1) Given the product [Cl:42][C:43]1[C:44]([N:49]([CH2:50][CH2:51][CH3:52])[CH2:53][CH2:54][CH3:55])=[N:45][N:46]([C:57]2[CH:72]=[CH:71][C:60]([C:61]([O:63][CH2:64][C:65]3[CH:70]=[CH:69][CH:68]=[CH:67][CH:66]=3)=[O:62])=[CH:59][C:58]=2[C:73]([O:75][CH2:76][CH3:77])=[O:74])[C:47]=1[CH3:48], predict the reactants needed to synthesize it. The reactants are: ClC1C(C(=O)N(CCCC)CCCC)=NN(C2C=CC(C(OCC)=O)=CC=2C(N2CCC3C(=CC=CC=3)C2)=O)C=1C.[Cl:42][C:43]1[C:44]([N:49]([CH2:53][CH2:54][CH3:55])[CH2:50][CH2:51][CH3:52])=[N:45][NH:46][C:47]=1[CH3:48].F[C:57]1[CH:72]=[CH:71][C:60]([C:61]([O:63][CH2:64][C:65]2[CH:70]=[CH:69][CH:68]=[CH:67][CH:66]=2)=[O:62])=[CH:59][C:58]=1[C:73]([O:75][CH2:76][CH3:77])=[O:74]. (2) Given the product [Li+:20].[CH3:1][N:2]1[CH:6]=[CH:5][CH:4]=[C:3]1/[CH:7]=[CH:8]/[C:9]1[CH:10]=[CH:11][C:12]([C:13]([O-:15])=[O:14])=[CH:17][CH:18]=1, predict the reactants needed to synthesize it. The reactants are: [CH3:1][N:2]1[CH:6]=[CH:5][CH:4]=[C:3]1/[CH:7]=[CH:8]/[C:9]1[CH:18]=[CH:17][C:12]([C:13]([O:15]C)=[O:14])=[CH:11][CH:10]=1.[OH-].[Li+:20]. (3) Given the product [Cl:1][C:2]1[C:11]([CH:12]([C:19]2[CH:20]=[CH:21][CH:22]=[CH:23][C:18]=2[O:17][CH3:16])[OH:13])=[CH:10][C:9]2[C:4](=[CH:5][CH:6]=[C:7]([O:14][CH3:15])[CH:8]=2)[N:3]=1, predict the reactants needed to synthesize it. The reactants are: [Cl:1][C:2]1[C:11]([CH:12]=[O:13])=[CH:10][C:9]2[C:4](=[CH:5][CH:6]=[C:7]([O:14][CH3:15])[CH:8]=2)[N:3]=1.[CH3:16][O:17][C:18]1[CH:23]=[CH:22][CH:21]=[CH:20][C:19]=1[Mg]Br.O.